Dataset: Peptide-MHC class I binding affinity with 185,985 pairs from IEDB/IMGT. Task: Regression. Given a peptide amino acid sequence and an MHC pseudo amino acid sequence, predict their binding affinity value. This is MHC class I binding data. (1) The peptide sequence is GLLLLLLLLG. The MHC is HLA-A02:01 with pseudo-sequence HLA-A02:01. The binding affinity (normalized) is 0.525. (2) The peptide sequence is EYLDLQTQ. The MHC is H-2-Kd with pseudo-sequence H-2-Kd. The binding affinity (normalized) is 0.360. (3) The MHC is HLA-B51:01 with pseudo-sequence HLA-B51:01. The binding affinity (normalized) is 0.0847. The peptide sequence is ETTQALQLF. (4) The peptide sequence is MLDQFGVSY. The MHC is HLA-B58:01 with pseudo-sequence HLA-B58:01. The binding affinity (normalized) is 0.0847.